From a dataset of Reaction yield outcomes from USPTO patents with 853,638 reactions. Predict the reaction yield, written as a fraction of the theoretical maximum amount of product (1.0 means a 100% yield; for example, 0.34 means a 34% yield). (1) The reactants are [F:1][C:2]1[CH:7]=[CH:6][C:5]([F:8])=[CH:4][C:3]=1[C:9]1[S:13][C:12]([CH3:20])([C:14]2[CH:19]=[CH:18][CH:17]=[CH:16][CH:15]=2)[N:11]([C:21](=[S:24])[NH:22][NH2:23])[N:10]=1.[CH3:25][C:26](C)(C)C([O-])([O-])[O-]. No catalyst specified. The product is [F:1][C:2]1[CH:7]=[CH:6][C:5]([F:8])=[CH:4][C:3]=1[C:9]1[S:13][C:12]([CH3:20])([C:14]2[CH:19]=[CH:18][CH:17]=[CH:16][CH:15]=2)[N:11]([C:21]2[S:24][C:25]([CH3:26])=[N:23][N:22]=2)[N:10]=1. The yield is 0.700. (2) The yield is 0.390. The product is [F:7][CH2:4][CH2:2][N:21]1[CH:22]=[C:23]([C:25]2[S:26][CH:27]=[CH:28][CH:29]=2)[N:24]=[C:20]1[CH2:19][CH2:18][C:16]1[N:17]=[C:13]2[N:12]=[C:11]([CH3:30])[CH:10]=[C:9]([CH3:8])[N:14]2[CH:15]=1. The catalyst is CN(C=O)C. The reactants are O[C:2]([C:4]([F:7])(F)F)=O.[CH3:8][C:9]1[N:14]2[CH:15]=[C:16]([CH2:18][CH2:19][C:20]3[NH:21][CH:22]=[C:23]([C:25]4[S:26][CH:27]=[CH:28][CH:29]=4)[N:24]=3)[N:17]=[C:13]2[N:12]=[C:11]([CH3:30])[CH:10]=1.[H-].[Na+].BrCCF.CO.